Binary Classification. Given a miRNA mature sequence and a target amino acid sequence, predict their likelihood of interaction. From a dataset of Experimentally validated miRNA-target interactions with 360,000+ pairs, plus equal number of negative samples. (1) The miRNA is hsa-miR-4436b-3p with sequence CAGGGCAGGAAGAAGUGGACAA. The protein sequence of the target gene is MLSAASRVVSRAAVHCALRSPPPEARALAMSRPPPPRVASVLGTMEMGRRMDAPASAAAVRAFLERGHTELDTAFMYSDGQSETILGGLGLGLGGGDCRVKIATKANPWDGKSLKPDSVRSQLETSLKRLQCPQVDLFYLHAPDHGTPVEETLHACQRLHQEGKFVELGLSNYASWEVAEICTLCKSNGWILPTVYQGMYNATTRQVETELFPCLRHFGLRFYAYNPLAGGLLTGKYKYEDKDGKQPVGRFFGNSWAETYRNRFWKEHHFEAIALVEKALQAAYGASAPSVTSAALRWMY.... Result: 0 (no interaction). (2) Result: 1 (interaction). The miRNA is mmu-miR-7b-5p with sequence UGGAAGACUUGUGAUUUUGUUGUU. The protein sequence of the target gene is MAEGGTGPDGRAGPGPAGPNLKEWLREQFCDHPLEHCDDTRLHDAAYVGDLQTLRNLLQEESYRSRINEKSVWCCGWLPCTPLRIAATAGHGNCVDFLIRKGAEVDLVDVKGQTALYVAVVNGHLESTEILLEAGADPNGSRHHRSTPVYHASRVGRDDILKALIRYGADVDVNHHLTPDTRPPFSRRLTSLVVCPLYISAAYHNLQCFRLLLQAGANPDFNCNGPVNTQEFYRGSPGCVMDAVLRHGCEAAFVSLLVEFGANLNLVKWESLGPEARGRRKMDPEALQVFKEARSIPRTL.... (3) The miRNA is hsa-miR-3189-5p with sequence UGCCCCAUCUGUGCCCUGGGUAGGA. The protein sequence of the target gene is MEPSWLQELMAHPFLLLILLCMSLLLFQVIRLYQRRRWMIRALHLFPAPPAHWFYGHKEFYPVKEFEVYHKLMEKYPCAVPLWVGPFTMFFSVHDPDYAKILLKRQDPKSAVSHKILESWVGRGLVTLDGSKWKKHRQIVKPGFNISILKIFITMMSESVRMMLNKWEEHIAQNSRLELFQHVSLMTLDSIMKCAFSHQGSIQLDSTLDSYLKAVFNLSKISNQRMNNFLHHNDLVFKFSSQGQIFSKFNQELHQFTEKVIQDRKESLKDKLKQDTTQKRRWDFLDILLSAKSENTKDFS.... Result: 0 (no interaction). (4) The miRNA is hsa-miR-514a-3p with sequence AUUGACACUUCUGUGAGUAGA. The protein sequence of the target gene is MAASPGSGSANPRKFSEKIALHTQRQAEETRAFEQLMTDLTLSRVQFQKLQQLRLTQYHGGSLPNVSQLRSSASEFQPSFHQADNVRGTRHHGLVERPSRNRFHPLHRRSGDKPGRQFDGSAFGANYSSQPLDESWPRQQPPWKDEKHPGFRLTSALNRTNSDSALHTSALSTKPQDPYGGGGQSAWPAPYMGFCDGENNGHGEVASFPGPLKEENLLNVPKPLPKQLWETKEIQSLSGRPRSCDVGGGNAFPHNGQNLGLSPFLGTLNTGGSLPDLTNLHYSTPLPASLDTTDHHFGSM.... Result: 1 (interaction). (5) The miRNA is cel-miR-1832a-3p with sequence UGGGCGGAGCGAAUCGAUGAU. The protein sequence of the target gene is MKIFLPVLLAALLGVERASSLMCFSCLNQKSNLYCLKPTICSDQDNYCVTVSASAGIGNLVTFGHSLSKTCSPACPIPEGVNVGVASMGISCCQSFLCNFSAADGGLRASVTLLGAGLLLSLLPALLRFGP. Result: 0 (no interaction). (6) The miRNA is hsa-miR-6849-5p with sequence GAGUGGAUAGGGGAGUGUGUGGA. The protein sequence of the target gene is MEPPPPLLLLPLALLALLWGGERGAAALPAGCKHDGRARGTGRAAAAAEGKVVCSSLELAQVLPPDTLPNRTVTLILSNNKISELKNGSFSGLSLLERLDLRNNLISRIAPGAFWGLSSLKRLDLTNNRIGCLNADVFRGLTNLVRLNLSGNLFTSLSQGTFDYLGSLRSLEFQTEYLLCDCNILWMHRWVKERNITVRDTRCVYPKSLQAQPVTGVKQELLTCDPPLELPSFYMTPSHRQVVFEGDSLPFQCMASYIDQDMQVLWYQDGRIVETDESQGIFVEKSMIHNCSLIASALTI.... Result: 0 (no interaction). (7) The miRNA is hsa-miR-4455 with sequence AGGGUGUGUGUGUUUUU. The protein sequence of the target gene is MSEVLPYGDEKLSPYGDGGDVGQIFSCRLQDTNNFFGAGQNKRPPKLGQIGRSKRVVIEDDRIDDVLKNMTDKAPPGV. Result: 1 (interaction). (8) The miRNA is mmu-miR-665-3p with sequence ACCAGGAGGCUGAGGUCCCU. The protein sequence of the target gene is METQFRRGGLGCSPASIKRKKKREDSGDFGLQVSTMFSEDDFQSTERAPYGPQLQWSQDLPRVQVFREQANLEDRSPRRTQRITGGEQVLWGPITQIFPTVRPADLTRVIMPLEQRSQHCKPEEGLQAQEEDLGLVGAQALQAEEQEAAFFSSTLNVGTLEELPAAESPSPPQSPQEESFSPTAMDAIFGSLSDEGSGSQEKEGPSTSPDLIDPESFSQDILHDKIIDLVHLLLRKYRVKGLITKAEMLGSVIKNYEDYFPEIFREASVCMQLLFGIDVKEVDPTSHSYVLVTSLNLSYD.... Result: 0 (no interaction). (9) The miRNA is hsa-miR-192-5p with sequence CUGACCUAUGAAUUGACAGCC. The protein sequence of the target gene is MVRILANGEIVQDDDPRVRTTTQPPRGSIPRQSFFNRGHGAPPGGPGPRQQQAGARLGAAQSPFNDLNRQLVNMGFPQWHLGNHAVEPVTSILLLFLLMMLGVRGLLLVGLVYLVSHLSQR. Result: 1 (interaction).